Dataset: Reaction yield outcomes from USPTO patents with 853,638 reactions. Task: Predict the reaction yield, written as a fraction of the theoretical maximum amount of product (1.0 means a 100% yield; for example, 0.34 means a 34% yield). The reactants are [C:1]([O:4][C:5]1[CH:10]=[CH:9][C:8]([S:11](Cl)(=[O:13])=[O:12])=[CH:7][CH:6]=1)(=[O:3])[CH3:2].[CH3:15][O:16][C:17]1[CH:22]=[CH:21][CH:20]=[CH:19][C:18]=1[CH2:23][NH2:24].C(N(CC)CC)C. The catalyst is ClCCl. The product is [C:1]([O:4][C:5]1[CH:10]=[CH:9][C:8]([S:11](=[O:13])(=[O:12])[NH:24][CH2:23][C:18]2[CH:19]=[CH:20][CH:21]=[CH:22][C:17]=2[O:16][CH3:15])=[CH:7][CH:6]=1)(=[O:3])[CH3:2]. The yield is 0.890.